This data is from Full USPTO retrosynthesis dataset with 1.9M reactions from patents (1976-2016). The task is: Predict the reactants needed to synthesize the given product. (1) Given the product [C:1]([O:5][C:6](=[O:18])[N:7]([C:8]1[CH:13]=[CH:12][C:11]([Br:14])=[C:10]([N+:15]([O-:17])=[O:16])[N:9]=1)[CH3:21])([CH3:4])([CH3:2])[CH3:3], predict the reactants needed to synthesize it. The reactants are: [C:1]([O:5][C:6](=[O:18])[NH:7][C:8]1[CH:13]=[CH:12][C:11]([Br:14])=[C:10]([N+:15]([O-:17])=[O:16])[N:9]=1)([CH3:4])([CH3:3])[CH3:2].[H-].[Na+].[CH3:21]I.[NH4+].[Cl-]. (2) Given the product [Cl:2][C:3]1[CH:4]=[C:5]2[C:9](=[CH:10][CH:11]=1)[NH:8][CH:7]=[C:6]2[CH2:12][CH2:13][NH:14][C:24]([C:21]1[N:20]=[C:19]([CH2:18][C:17]2[CH:27]=[C:28]([F:31])[CH:29]=[CH:30][C:16]=2[F:15])[O:23][N:22]=1)=[O:25], predict the reactants needed to synthesize it. The reactants are: Cl.[Cl:2][C:3]1[CH:4]=[C:5]2[C:9](=[CH:10][CH:11]=1)[NH:8][CH:7]=[C:6]2[CH2:12][CH2:13][NH2:14].[F:15][C:16]1[CH:30]=[CH:29][C:28]([F:31])=[CH:27][C:17]=1[CH2:18][C:19]1[O:23][N:22]=[C:21]([C:24](O)=[O:25])[N:20]=1.CN(C(ON1N=NC2C=CC=NC1=2)=[N+](C)C)C.F[P-](F)(F)(F)(F)F.C(N(CC)C(C)C)(C)C. (3) Given the product [Cl:1][C:2]1[CH:3]=[C:4]([N:10]2[C:14]([CH3:15])=[C:13]([CH2:16][C:17]3[CH:18]=[CH:19][C:20]([C:21]([NH:27][CH2:28][CH2:29][O:30][CH2:31][CH2:32][OH:33])=[O:22])=[CH:24][CH:25]=3)[C:12]([CH3:26])=[N:11]2)[CH:5]=[CH:6][C:7]=1[C:8]#[N:9], predict the reactants needed to synthesize it. The reactants are: [Cl:1][C:2]1[CH:3]=[C:4]([N:10]2[C:14]([CH3:15])=[C:13]([CH2:16][C:17]3[CH:25]=[CH:24][C:20]([C:21](O)=[O:22])=[CH:19][CH:18]=3)[C:12]([CH3:26])=[N:11]2)[CH:5]=[CH:6][C:7]=1[C:8]#[N:9].[NH2:27][CH2:28][CH2:29][O:30][CH2:31][CH2:32][OH:33]. (4) Given the product [Br:1][C:2]1[CH:3]=[C:4]([CH:5]2[C:26]3[C:27](=[O:29])[CH2:28][CH:23]([CH2:20][CH2:21][CH3:22])[CH2:24][C:25]=3[NH:19][C:15]([CH3:14])=[C:16]2[C:17]#[N:18])[CH:7]=[C:8]([O:11][CH2:12][CH3:13])[C:9]=1[OH:10], predict the reactants needed to synthesize it. The reactants are: [Br:1][C:2]1[CH:3]=[C:4]([CH:7]=[C:8]([O:11][CH2:12][CH3:13])[C:9]=1[OH:10])[CH:5]=O.[CH3:14]/[C:15](/[NH2:19])=[CH:16]\[C:17]#[N:18].[CH2:20]([CH:23]1[CH2:28][C:27](=[O:29])[CH2:26][C:25](=O)[CH2:24]1)[CH2:21][CH3:22]. (5) Given the product [Cl:14][C:11]1[CH:12]=[CH:13][C:8]([C:6]2[N:5]=[C:4]3[CH2:15][CH2:16][CH2:17][C:3]3=[C:2]([NH:29][C:26]3[CH:25]=[CH:24][C:23]([CH2:22][C:21]([O:20][CH2:18][CH3:19])=[O:30])=[CH:28][CH:27]=3)[CH:7]=2)=[CH:9][CH:10]=1, predict the reactants needed to synthesize it. The reactants are: Cl[C:2]1[CH:7]=[C:6]([C:8]2[CH:13]=[CH:12][C:11]([Cl:14])=[CH:10][CH:9]=2)[N:5]=[C:4]2[CH2:15][CH2:16][CH2:17][C:3]=12.[CH2:18]([O:20][C:21](=[O:30])[CH2:22][C:23]1[CH:28]=[CH:27][C:26]([NH2:29])=[CH:25][CH:24]=1)[CH3:19]. (6) The reactants are: [CH2:1]([O:19][C:20]1[CH:21]=[C:22]([CH:25]=[C:26]([O:28][CH2:29][CH2:30][CH2:31][CH2:32][CH2:33][CH2:34][CH2:35][CH2:36]/[CH:37]=[CH:38]\[CH2:39][CH2:40][CH2:41][CH2:42][CH2:43][CH2:44][CH2:45][CH3:46])[CH:27]=1)[CH:23]=[O:24])[CH2:2][CH2:3][CH2:4][CH2:5][CH2:6][CH2:7][CH2:8]/[CH:9]=[CH:10]\[CH2:11][CH2:12][CH2:13][CH2:14][CH2:15][CH2:16][CH2:17][CH3:18].[BH4-].[Na+]. Given the product [CH2:1]([O:19][C:20]1[CH:21]=[C:22]([CH2:23][OH:24])[CH:25]=[C:26]([O:28][CH2:29][CH2:30][CH2:31][CH2:32][CH2:33][CH2:34][CH2:35][CH2:36]/[CH:37]=[CH:38]\[CH2:39]/[CH:40]=[CH:41]\[CH2:42][CH2:43][CH2:44][CH2:45][CH3:46])[CH:27]=1)[CH2:2][CH2:3][CH2:4][CH2:5][CH2:6][CH2:7][CH2:8]/[CH:9]=[CH:10]\[CH2:11]/[CH:12]=[CH:13]\[CH2:14][CH2:15][CH2:16][CH2:17][CH3:18], predict the reactants needed to synthesize it.